From a dataset of Reaction yield outcomes from USPTO patents with 853,638 reactions. Predict the reaction yield, written as a fraction of the theoretical maximum amount of product (1.0 means a 100% yield; for example, 0.34 means a 34% yield). (1) The reactants are [OH:1][C:2]1[CH:3]=[C:4]([CH2:8][CH2:9][C:10]([O:12][CH3:13])=[O:11])[CH:5]=[CH:6][CH:7]=1.C(=O)([O-])[O-].[K+].[K+].[I-].[K+].Br[CH2:23][CH:24]1[CH2:26][CH2:25]1. The catalyst is CC(C)=O. The product is [CH:24]1([CH2:23][O:1][C:2]2[CH:3]=[C:4]([CH2:8][CH2:9][C:10]([O:12][CH3:13])=[O:11])[CH:5]=[CH:6][CH:7]=2)[CH2:26][CH2:25]1. The yield is 0.660. (2) The reactants are [CH:1]([C:4]1[CH:9]=[CH:8][C:7]([CH3:10])=[CH:6][C:5]=1[N:11]1[C:15](=[O:16])[CH2:14][S:13]/[C:12]/1=[N:17]\[C:18]([NH:20][CH2:21][CH2:22][C:23]1[CH:28]=[CH:27][C:26]([C:29]2[N:33]=[CH:32][N:31]([C:34]3[CH:39]=[CH:38][C:37]([O:40][C:41]([F:44])([F:43])[F:42])=[CH:36][CH:35]=3)[N:30]=2)=[CH:25][CH:24]=1)=[O:19])([CH3:3])[CH3:2].[Br:45]N1C(=O)CCC1=O.N(C(C)(C)C#N)=NC(C)(C)C#N. The catalyst is C(Cl)(Cl)(Cl)Cl. The product is [Br:45][CH:22]([C:23]1[CH:24]=[CH:25][C:26]([C:29]2[N:33]=[CH:32][N:31]([C:34]3[CH:35]=[CH:36][C:37]([O:40][C:41]([F:44])([F:43])[F:42])=[CH:38][CH:39]=3)[N:30]=2)=[CH:27][CH:28]=1)[CH2:21][NH:20][C:18](/[N:17]=[C:12]1\[S:13][CH2:14][C:15](=[O:16])[N:11]\1[C:5]1[CH:6]=[C:7]([CH3:10])[CH:8]=[CH:9][C:4]=1[CH:1]([CH3:3])[CH3:2])=[O:19]. The yield is 0.210. (3) The reactants are [CH3:1][O:2][C:3]1[CH:8]=[C:7]([O:9][CH3:10])[CH:6]=[CH:5][N:4]=1.C1C(=O)N([Br:18])C(=O)C1. The catalyst is CC#N. The product is [Br:18][C:6]1[C:7]([O:9][CH3:10])=[CH:8][C:3]([O:2][CH3:1])=[N:4][CH:5]=1. The yield is 0.350. (4) The reactants are [F:1][C:2]1[CH:7]=[CH:6][C:5]([C:8]2[C:12]([CH2:13][NH2:14])=[C:11]([CH3:15])[O:10][N:9]=2)=[CH:4][CH:3]=1.Cl[C:17]1[CH:26]=[CH:25][C:20]([C:21]([O:23][CH3:24])=[O:22])=[CH:19][N:18]=1.C(N(CC)C(C)C)(C)C. The catalyst is CS(C)=O. The product is [CH3:24][O:23][C:21](=[O:22])[C:20]1[CH:25]=[CH:26][C:17]([NH:14][CH2:13][C:12]2[C:8]([C:5]3[CH:4]=[CH:3][C:2]([F:1])=[CH:7][CH:6]=3)=[N:9][O:10][C:11]=2[CH3:15])=[N:18][CH:19]=1. The yield is 0.330. (5) The reactants are [H-].[Na+].CN(C=O)C.[F:8][C:9]1[CH:16]=[CH:15][C:12]([CH:13]=[O:14])=[CH:11][C:10]=1[OH:17].[Br:18][CH:19](Br)[CH3:20]. The catalyst is C(OCC)(=O)C.O. The product is [Br:18][CH2:19][CH2:20][O:17][C:10]1[CH:11]=[C:12]([CH:15]=[CH:16][C:9]=1[F:8])[CH:13]=[O:14]. The yield is 0.200.